This data is from Catalyst prediction with 721,799 reactions and 888 catalyst types from USPTO. The task is: Predict which catalyst facilitates the given reaction. Reactant: [CH2:1]([S:3][C:4]1[CH:9]=[CH:8][CH:7]=[CH:6][C:5]=1[C:10]1[N:24]([CH3:25])[C:13]2=[N:14][CH:15]=[C:16]([CH:18](O)[C:19]([F:22])([F:21])[F:20])[CH:17]=[C:12]2[N:11]=1)[CH3:2].C1(C)C=CC=CC=1.S(Cl)([Cl:35])=O.C(=O)([O-])O.[Na+]. Product: [Cl:35][CH:18]([C:16]1[CH:17]=[C:12]2[N:11]=[C:10]([C:5]3[CH:6]=[CH:7][CH:8]=[CH:9][C:4]=3[S:3][CH2:1][CH3:2])[N:24]([CH3:25])[C:13]2=[N:14][CH:15]=1)[C:19]([F:22])([F:21])[F:20]. The catalyst class is: 17.